From a dataset of NCI-60 drug combinations with 297,098 pairs across 59 cell lines. Regression. Given two drug SMILES strings and cell line genomic features, predict the synergy score measuring deviation from expected non-interaction effect. Drug 1: C1CCC(CC1)NC(=O)N(CCCl)N=O. Drug 2: C1=CN(C=N1)CC(O)(P(=O)(O)O)P(=O)(O)O. Cell line: SK-OV-3. Synergy scores: CSS=1.96, Synergy_ZIP=2.56, Synergy_Bliss=-4.54, Synergy_Loewe=-4.06, Synergy_HSA=-4.08.